Dataset: Forward reaction prediction with 1.9M reactions from USPTO patents (1976-2016). Task: Predict the product of the given reaction. (1) Given the reactants Cl[C:2]1[N:7]=[C:6]([C:8]2[N:9](C(OC(C)(C)C)=O)[C:10]3[C:15]([CH:16]=2)=[C:14]([F:17])[CH:13]=[CH:12][CH:11]=3)[CH:5]=[C:4]([C:25]2[C:26]([N:45]([CH3:50])[S:46]([CH3:49])(=[O:48])=[O:47])=[CH:27][C:28]3[O:32][C:31]([C:33]4[CH:38]=[CH:37][C:36]([F:39])=[CH:35][CH:34]=4)=[C:30]([C:40](=[O:43])[NH:41][CH3:42])[C:29]=3[CH:44]=2)[N:3]=1.[CH3:51][O-:52].[Na+].Cl, predict the reaction product. The product is: [F:17][C:14]1[CH:13]=[CH:12][CH:11]=[C:10]2[C:15]=1[CH:16]=[C:8]([C:6]1[N:7]=[C:2]([O:52][CH3:51])[N:3]=[C:4]([C:25]3[C:26]([N:45]([CH3:50])[S:46]([CH3:49])(=[O:48])=[O:47])=[CH:27][C:28]4[O:32][C:31]([C:33]5[CH:34]=[CH:35][C:36]([F:39])=[CH:37][CH:38]=5)=[C:30]([C:40]([NH:41][CH3:42])=[O:43])[C:29]=4[CH:44]=3)[CH:5]=1)[NH:9]2. (2) Given the reactants C(Cl)(=O)C(Cl)=O.CN(C=O)C.[C:12]([NH:19]C(=O)[C@@H]1CCCN1)([O:14][C:15]([CH3:18])([CH3:17])[CH3:16])=[O:13].[N:27]1[CH:32]=[CH:31][CH:30]=[CH:29][CH:28]=1, predict the reaction product. The product is: [C:32]([C@@H:31]1[CH2:30][CH2:29][CH2:28][N:19]1[C:12]([O:14][C:15]([CH3:18])([CH3:17])[CH3:16])=[O:13])#[N:27]. (3) Given the reactants [NH2:1][C:2]1[N:6]([C@@H:7]2[CH2:12][CH2:11][CH2:10][NH:9][CH2:8]2)[N:5]=[C:4]([C:13]2[CH:18]=[CH:17][C:16]([O:19][C:20]3[CH:25]=[CH:24][CH:23]=[CH:22][CH:21]=3)=[CH:15][CH:14]=2)[C:3]=1[C:26]([NH2:28])=[O:27].CCN(C(C)C)C(C)C.[C:38](Cl)(=[O:41])[CH:39]=[CH2:40].O, predict the reaction product. The product is: [C:38]([N:9]1[CH2:10][CH2:11][CH2:12][C@@H:7]([N:6]2[C:2]([NH2:1])=[C:3]([C:26]([NH2:28])=[O:27])[C:4]([C:13]3[CH:14]=[CH:15][C:16]([O:19][C:20]4[CH:25]=[CH:24][CH:23]=[CH:22][CH:21]=4)=[CH:17][CH:18]=3)=[N:5]2)[CH2:8]1)(=[O:41])[CH:39]=[CH2:40]. (4) Given the reactants [F:1][C:2]([C:8]1[N:13]=[CH:12][N:11]=[C:10]([C:14](=[N:16][OH:17])[NH2:15])[CH:9]=1)([F:7])[C:3]([F:6])([F:5])[F:4].[C:18](N1C=CN=C1)(N1C=CN=C1)=[O:19].N12CCCN=C1CCCCC2.Cl, predict the reaction product. The product is: [F:1][C:2]([C:8]1[N:13]=[CH:12][N:11]=[C:10]([C:14]2[NH:16][O:17][C:18](=[O:19])[N:15]=2)[CH:9]=1)([F:7])[C:3]([F:6])([F:5])[F:4]. (5) Given the reactants [CH2:1](Cl)[O:2][CH2:3][CH2:4][O:5][CH3:6].CCN(C(C)C)C(C)C.[CH2:17]([C@@H:24]1[CH2:28][O:27][C:26](=[O:29])[N:25]1[C:30](=[O:39])[C@H:31]([CH2:36][CH2:37][OH:38])[C:32]([CH3:35])([CH3:34])[CH3:33])[C:18]1[CH:23]=[CH:22][CH:21]=[CH:20][CH:19]=1, predict the reaction product. The product is: [CH2:17]([C@@H:24]1[CH2:28][O:27][C:26](=[O:29])[N:25]1[C:30](=[O:39])[C@H:31]([CH2:36][CH2:37][O:38][CH2:1][O:2][CH2:3][CH2:4][O:5][CH3:6])[C:32]([CH3:34])([CH3:35])[CH3:33])[C:18]1[CH:19]=[CH:20][CH:21]=[CH:22][CH:23]=1. (6) Given the reactants [Cl:1][C:2]1[CH:7]=[CH:6][C:5]([CH2:8][CH2:9][C:10]([O:12]C)=[O:11])=[C:4]([C:14]([F:17])([F:16])[F:15])[CH:3]=1.[OH-].[Na+], predict the reaction product. The product is: [Cl:1][C:2]1[CH:7]=[CH:6][C:5]([CH2:8][CH2:9][C:10]([OH:12])=[O:11])=[C:4]([C:14]([F:15])([F:16])[F:17])[CH:3]=1. (7) Given the reactants [Na+].[CH3:2][C:3]1[C:11]2[C:10]([C:12]([O-:14])=O)=[CH:9][C:8]([C:15]3[CH:20]=[CH:19][C:18]([O:21][CH:22]4[CH2:27][CH2:26][CH2:25][CH2:24][O:23]4)=[CH:17][CH:16]=3)=[N:7][C:6]=2[N:5]([CH:28]2[CH2:33][CH2:32][CH2:31][CH2:30][O:29]2)[N:4]=1.CCN(C(C)C)C(C)C.[C:43]([O:47][C:48]([N:50]1[CH2:57][C:54]2([CH2:56][CH2:55]2)[NH:53][CH2:52][CH2:51]1)=[O:49])([CH3:46])([CH3:45])[CH3:44], predict the reaction product. The product is: [C:43]([O:47][C:48]([N:50]1[CH2:57][C:54]2([CH2:55][CH2:56]2)[N:53]([C:12]([C:10]2[C:11]3[C:3]([CH3:2])=[N:4][N:5]([CH:28]4[CH2:33][CH2:32][CH2:31][CH2:30][O:29]4)[C:6]=3[N:7]=[C:8]([C:15]3[CH:20]=[CH:19][C:18]([O:21][CH:22]4[CH2:27][CH2:26][CH2:25][CH2:24][O:23]4)=[CH:17][CH:16]=3)[CH:9]=2)=[O:14])[CH2:52][CH2:51]1)=[O:49])([CH3:46])([CH3:44])[CH3:45].